Dataset: NCI-60 drug combinations with 297,098 pairs across 59 cell lines. Task: Regression. Given two drug SMILES strings and cell line genomic features, predict the synergy score measuring deviation from expected non-interaction effect. (1) Drug 1: CS(=O)(=O)C1=CC(=C(C=C1)C(=O)NC2=CC(=C(C=C2)Cl)C3=CC=CC=N3)Cl. Drug 2: CNC(=O)C1=CC=CC=C1SC2=CC3=C(C=C2)C(=NN3)C=CC4=CC=CC=N4. Cell line: CAKI-1. Synergy scores: CSS=24.0, Synergy_ZIP=5.28, Synergy_Bliss=11.5, Synergy_Loewe=8.85, Synergy_HSA=10.9. (2) Drug 1: CC1=C(C=C(C=C1)C(=O)NC2=CC(=CC(=C2)C(F)(F)F)N3C=C(N=C3)C)NC4=NC=CC(=N4)C5=CN=CC=C5. Drug 2: CCN(CC)CCNC(=O)C1=C(NC(=C1C)C=C2C3=C(C=CC(=C3)F)NC2=O)C. Cell line: SN12C. Synergy scores: CSS=-9.60, Synergy_ZIP=3.90, Synergy_Bliss=3.44, Synergy_Loewe=-16.0, Synergy_HSA=-13.7. (3) Drug 1: COC1=C(C=C2C(=C1)N=CN=C2NC3=CC(=C(C=C3)F)Cl)OCCCN4CCOCC4. Synergy scores: CSS=15.5, Synergy_ZIP=-7.43, Synergy_Bliss=-7.34, Synergy_Loewe=-5.08, Synergy_HSA=-5.21. Drug 2: B(C(CC(C)C)NC(=O)C(CC1=CC=CC=C1)NC(=O)C2=NC=CN=C2)(O)O. Cell line: RXF 393.